Predict the reactants needed to synthesize the given product. From a dataset of Full USPTO retrosynthesis dataset with 1.9M reactions from patents (1976-2016). (1) Given the product [CH3:18][O:17][C:13]1[CH:12]=[C:11]([CH2:10][CH2:9][O:8][C:4]2[CH:5]=[N:6][CH:7]=[C:2]([N:30]3[CH2:35][CH2:34][NH:33][CH2:32][CH2:31]3)[N:3]=2)[CH:16]=[CH:15][CH:14]=1, predict the reactants needed to synthesize it. The reactants are: Cl[C:2]1[CH:7]=[N:6][CH:5]=[C:4]([O:8][CH2:9][CH2:10][C:11]2[CH:16]=[CH:15][CH:14]=[C:13]([O:17][CH3:18])[CH:12]=2)[N:3]=1.COC1C=C(C=CC=1)CCO.[NH:30]1[CH2:35][CH2:34][NH:33][CH2:32][CH2:31]1.C([O-])([O-])=O.[K+].[K+].O=[O+][O-]. (2) The reactants are: Cl[C:2]1[C:7]2[C:8]([C:17]3[CH:22]=[CH:21][C:20]([O:23][CH3:24])=[CH:19][CH:18]=3)=[C:9]([C:11]3[CH:16]=[CH:15][CH:14]=[CH:13][CH:12]=3)[O:10][C:6]=2[CH:5]=[CH:4][N:3]=1.CC(C)([O-])C.[Na+].C1(P(C2C=CC=CC=2)C2C=CC3C(=CC=CC=3)C=2C2C3C(=CC=CC=3)C=CC=2P(C2C=CC=CC=2)C2C=CC=CC=2)C=CC=CC=1.[NH2:77][CH2:78][CH2:79][CH2:80][CH2:81][CH2:82][C:83]([O:85][C:86]([CH3:89])([CH3:88])[CH3:87])=[O:84]. Given the product [CH3:24][O:23][C:20]1[CH:21]=[CH:22][C:17]([C:8]2[C:7]3[C:2]([NH:77][CH2:78][CH2:79][CH2:80][CH2:81][CH2:82][C:83]([O:85][C:86]([CH3:89])([CH3:88])[CH3:87])=[O:84])=[N:3][CH:4]=[CH:5][C:6]=3[O:10][C:9]=2[C:11]2[CH:16]=[CH:15][CH:14]=[CH:13][CH:12]=2)=[CH:18][CH:19]=1, predict the reactants needed to synthesize it. (3) The reactants are: [F:1][C:2]1[C:11]2[O:10][CH2:9][C@H:8]3[C@@H:12](C(O)=O)[C@H:7]3[C:6]=2[C:5]([F:16])=[CH:4][CH:3]=1.C([N:19]([CH2:22]C)CC)C.[NH2:24][C:25]1[CH:30]=[CH:29][C:28]([F:31])=[CH:27][N:26]=1.C1C=CC(P(N=[N+]=[N-])(C2C=CC=CC=2)=[O:39])=CC=1. Given the product [F:1][C:2]1[C:11]2[O:10][CH2:9][C@H:8]3[C@@H:12]([NH:19][C:22]([NH:24][C:25]4[CH:30]=[CH:29][C:28]([F:31])=[CH:27][N:26]=4)=[O:39])[C@H:7]3[C:6]=2[C:5]([F:16])=[CH:4][CH:3]=1, predict the reactants needed to synthesize it. (4) Given the product [CH:51]([C:54]1[CH:60]=[CH:59][C:57]([NH:58][C:15](=[O:17])[CH2:14][CH:4]2[C:5](=[O:13])[O:6][C:7]([CH2:9][CH3:10])([CH2:11][CH3:12])[CH2:8][N:3]2[CH2:1][CH3:2])=[CH:56][CH:55]=1)([CH3:53])[CH3:52], predict the reactants needed to synthesize it. The reactants are: [CH2:1]([N:3]1[CH2:8][C:7]([CH2:11][CH3:12])([CH2:9][CH3:10])[O:6][C:5](=[O:13])[CH:4]1[CH2:14][C:15]([OH:17])=O)[CH3:2].C(N(C(C)C)CC)(C)C.CN(C(ON1N=NC2C=CC=NC1=2)=[N+](C)C)C.F[P-](F)(F)(F)(F)F.[CH:51]([C:54]1[CH:60]=[CH:59][C:57]([NH2:58])=[CH:56][CH:55]=1)([CH3:53])[CH3:52]. (5) The reactants are: C(N(CC)CC)C.[NH2:8][CH2:9][CH2:10][CH2:11][N:12]1[C:24]2[C:23]3[CH:22]=[CH:21][CH:20]=[CH:19][C:18]=3[N:17]=[C:16]([NH2:25])[C:15]=2[N:14]=[C:13]1[CH2:26][CH2:27][CH2:28][CH3:29].[CH2:30]([N:34]=[C:35]=[O:36])[CH2:31][CH2:32][CH3:33].C(=O)([O-])[O-].[K+].[K+]. Given the product [NH2:25][C:16]1[C:15]2[N:14]=[C:13]([CH2:26][CH2:27][CH2:28][CH3:29])[N:12]([CH2:11][CH2:10][CH2:9][NH:8][C:35]([NH:34][CH2:30][CH2:31][CH2:32][CH3:33])=[O:36])[C:24]=2[C:23]2[CH:22]=[CH:21][CH:20]=[CH:19][C:18]=2[N:17]=1, predict the reactants needed to synthesize it. (6) The reactants are: [CH3:1][C:2]([CH3:5])([O-])[CH3:3].[K+].[CH2:7]([O:14][CH2:15][CH:16]1[CH2:21]CC(=O)C[CH2:17]1)[C:8]1[CH:13]=[CH:12][CH:11]=[CH:10][CH:9]=1. Given the product [CH2:1]=[C:2]1[CH2:5][CH2:17][CH:16]([CH2:15][O:14][CH2:7][C:8]2[CH:13]=[CH:12][CH:11]=[CH:10][CH:9]=2)[CH2:21][CH2:3]1, predict the reactants needed to synthesize it. (7) Given the product [CH2:1]([N:3]1[CH:11]=[C:10]2[C:5]([CH:6]=[CH:7][CH:8]=[C:9]2[NH2:12])=[N:4]1)[CH3:2], predict the reactants needed to synthesize it. The reactants are: [CH2:1]([N:3]1[CH:11]=[C:10]2[C:5]([CH:6]=[CH:7][CH:8]=[C:9]2[N+:12]([O-])=O)=[N:4]1)[CH3:2].NC1C=C(C=CC=1OC(C)C)C(N)=O.